From a dataset of Full USPTO retrosynthesis dataset with 1.9M reactions from patents (1976-2016). Predict the reactants needed to synthesize the given product. (1) The reactants are: [CH3:1][C:2]1([CH3:19])[CH2:6][C:5]2[CH:7]=[C:8]([N:14]3[CH:18]=[N:17][N:16]=[N:15]3)[CH:9]=[C:10]([C:11](O)=[O:12])[C:4]=2[O:3]1.CN1CCOCC1.C(OC(Cl)=O)C(C)C.[BH4-].[Na+]. Given the product [CH3:1][C:2]1([CH3:19])[CH2:6][C:5]2[CH:7]=[C:8]([N:14]3[CH:18]=[N:17][N:16]=[N:15]3)[CH:9]=[C:10]([CH2:11][OH:12])[C:4]=2[O:3]1, predict the reactants needed to synthesize it. (2) Given the product [Si:1]([O:8][C@H:9]1[CH2:10][NH:11][C@@H:12]([C:14]2[CH:19]=[CH:18][CH:17]=[C:16]([F:20])[CH:15]=2)[CH2:13]1)([C:4]([CH3:7])([CH3:6])[CH3:5])([CH3:3])[CH3:2], predict the reactants needed to synthesize it. The reactants are: [Si:1]([O:8][C@@H:9]1[CH2:13][C:12]([C:14]2[CH:19]=[CH:18][CH:17]=[C:16]([F:20])[CH:15]=2)=[N:11][CH2:10]1)([C:4]([CH3:7])([CH3:6])[CH3:5])([CH3:3])[CH3:2].[BH4-].[Na+]. (3) Given the product [Br:1][C:2]1[C:3]2[S:11][N:9]=[CH:8][C:4]=2[CH:5]=[CH:6][CH:7]=1, predict the reactants needed to synthesize it. The reactants are: [Br:1][C:2]1[C:3]([S:11]C(C)(C)C)=[C:4]([CH:8]=[N:9]O)[CH:5]=[CH:6][CH:7]=1.C1(C)C=CC(S(O)(=O)=O)=CC=1.